Task: Predict the product of the given reaction.. Dataset: Forward reaction prediction with 1.9M reactions from USPTO patents (1976-2016) (1) Given the reactants [F:1][C:2]1[CH:10]=[CH:9][C:5]([C:6]([OH:8])=O)=[CH:4][C:3]=1[N+:11]([O-:13])=[O:12].CN(C(ON1N=NC2C=CC=NC1=2)=[N+](C)C)C.F[P-](F)(F)(F)(F)F.C(Cl)CCl.CCN(C(C)C)C(C)C.[CH3:51][O:52][CH2:53][CH2:54][NH2:55], predict the reaction product. The product is: [F:1][C:2]1[CH:10]=[CH:9][C:5]([C:6]([NH:55][CH2:54][CH2:53][O:52][CH3:51])=[O:8])=[CH:4][C:3]=1[N+:11]([O-:13])=[O:12]. (2) Given the reactants Br[C:2]1[CH:3]=[CH:4][C:5]([O:8][CH2:9][CH3:10])=[N:6][CH:7]=1.[CH2:11]([O:13][C:14](=[O:50])[CH2:15][C:16]1[CH:17]=[C:18]([C:24]2[CH:29]=[CH:28][C:27](B3OC(C)(C)C(C)(C)O3)=[CH:26][C:25]=2[CH2:39][N:40]([C:43]([O:45][C:46]([CH3:49])([CH3:48])[CH3:47])=[O:44])[CH2:41][CH3:42])[C:19]([O:22][CH3:23])=[CH:20][CH:21]=1)[CH3:12].C(=O)([O-])[O-].[K+].[K+], predict the reaction product. The product is: [CH2:11]([O:13][C:14](=[O:50])[CH2:15][C:16]1[CH:17]=[C:18]([C:24]2[CH:29]=[CH:28][C:27]([C:2]3[CH:7]=[N:6][C:5]([O:8][CH2:9][CH3:10])=[CH:4][CH:3]=3)=[CH:26][C:25]=2[CH2:39][N:40]([C:43]([O:45][C:46]([CH3:47])([CH3:49])[CH3:48])=[O:44])[CH2:41][CH3:42])[C:19]([O:22][CH3:23])=[CH:20][CH:21]=1)[CH3:12]. (3) Given the reactants Cl[C:2]1[C:11]2[C:6](=[CH:7][C:8]([C:12]([N:14]([CH2:16][C:17]3[CH:22]=[CH:21][CH:20]=[CH:19][CH:18]=3)[CH3:15])=[O:13])=[CH:9][CH:10]=2)[N:5]=[CH:4][N:3]=1.NC[C:25]1[CH:26]=[C:27]([CH:31]=[CH:32][CH:33]=1)[C:28]([NH2:30])=[NH:29].[CH:34]([N:37](C(C)C)CC)(C)C, predict the reaction product. The product is: [CH2:16]([N:14]([CH3:15])[C:12]([C:8]1[CH:7]=[C:6]2[C:11]([C:2]([NH:37][CH2:34][C:26]3[CH:25]=[CH:33][CH:32]=[CH:31][C:27]=3[C:28]([NH2:30])=[NH:29])=[N:3][CH:4]=[N:5]2)=[CH:10][CH:9]=1)=[O:13])[C:17]1[CH:22]=[CH:21][CH:20]=[CH:19][CH:18]=1. (4) Given the reactants [C:1]([C:5]1[CH:10]=[CH:9][C:8]([N:11]([CH2:17][CH2:18][C:19]([O:21]CC)=O)[C:12](=[O:16])[CH2:13][C:14]#[N:15])=[CH:7][CH:6]=1)([CH3:4])([CH3:3])[CH3:2], predict the reaction product. The product is: [C:1]([C:5]1[CH:6]=[CH:7][C:8]([N:11]2[CH2:17][CH2:18][C:19]([OH:21])=[C:13]([C:14]#[N:15])[C:12]2=[O:16])=[CH:9][CH:10]=1)([CH3:3])([CH3:4])[CH3:2]. (5) The product is: [F:1][C:2]1[CH:7]=[CH:6][CH:5]=[C:4]([F:8])[C:3]=1[C:9]1[O:10][C:11]([NH:16][C:17]2[CH:18]=[CH:19][C:20]([N:23]3[CH2:24][CH2:25][O:26][CH2:27][CH2:28]3)=[CH:21][CH:22]=2)=[C:12]([C:14]([NH2:15])=[O:30])[N:13]=1. Given the reactants [F:1][C:2]1[CH:7]=[CH:6][CH:5]=[C:4]([F:8])[C:3]=1[C:9]1[O:10][C:11]([NH:16][C:17]2[CH:22]=[CH:21][C:20]([N:23]3[CH2:28][CH2:27][O:26][CH2:25][CH2:24]3)=[CH:19][CH:18]=2)=[C:12]([C:14]#[N:15])[N:13]=1.C(=O)(O)[O-:30].[Na+], predict the reaction product.